From a dataset of Forward reaction prediction with 1.9M reactions from USPTO patents (1976-2016). Predict the product of the given reaction. (1) Given the reactants [C:1]([O:4][C:5](=O)C)(=O)[CH3:2].[F:8][CH:9]([F:18])[C:10](=[O:17])[CH2:11][C:12]([O:14][CH2:15][CH3:16])=[O:13].C(OCC)(OCC)OCC.FC(F)C(OCC)=O, predict the reaction product. The product is: [CH2:1]([O:4][CH:5]=[C:11]([C:10](=[O:17])[CH:9]([F:18])[F:8])[C:12]([O:14][CH2:15][CH3:16])=[O:13])[CH3:2]. (2) Given the reactants [NH2:1][C:2]1[CH:32]=[CH:31][C:5]([C:6]([N:8]2[CH2:12][CH2:11][C@@H:10]([NH:13][C:14]3[N:19]=[C:18]([C:20]4[C:28]5[C:23](=[CH:24][CH:25]=[CH:26][CH:27]=5)[NH:22][CH:21]=4)[C:17]([C:29]#[N:30])=[CH:16][N:15]=3)[CH2:9]2)=[O:7])=[CH:4][CH:3]=1.Br[CH2:34]/[CH:35]=[CH:36]/[C:37](Cl)=[O:38].[CH3:40][NH:41][CH2:42][CH2:43][OH:44].CN1C(=O)CCC1, predict the reaction product. The product is: [C:29]([C:17]1[C:18]([C:20]2[C:28]3[C:23](=[CH:24][CH:25]=[CH:26][CH:27]=3)[NH:22][CH:21]=2)=[N:19][C:14]([NH:13][C@@H:10]2[CH2:11][CH2:12][N:8]([C:6]([C:5]3[CH:4]=[CH:3][C:2]([NH:1][C:37](=[O:38])/[CH:36]=[CH:35]/[CH2:34][N:41]([CH2:42][CH2:43][OH:44])[CH3:40])=[CH:32][CH:31]=3)=[O:7])[CH2:9]2)=[N:15][CH:16]=1)#[N:30]. (3) Given the reactants C(OC(=O)[NH:7][C:8]1[CH:13]=[CH:12][C:11]([C:14]2[O:15][C:16]([N:21]3[CH2:26][CH2:25][O:24][CH2:23][CH2:22]3)=[CH:17][C:18](=[O:20])[CH:19]=2)=[CH:10][CH:9]=1)(C)(C)C, predict the reaction product. The product is: [NH2:7][C:8]1[CH:13]=[CH:12][C:11]([C:14]2[O:15][C:16]([N:21]3[CH2:22][CH2:23][O:24][CH2:25][CH2:26]3)=[CH:17][C:18](=[O:20])[CH:19]=2)=[CH:10][CH:9]=1. (4) Given the reactants [CH3:1][O:2][C:3]1[CH:8]=[CH:7][C:6]([C:9]#[C:10][C:11]2[C:12]3[N:13]([CH:23]=[C:24]([CH3:26])[N:25]=3)[CH:14]=[CH:15][C:16]=2[NH:17]C(=O)OCC)=[CH:5][CH:4]=1.[K+].[Br-], predict the reaction product. The product is: [CH3:1][O:2][C:3]1[CH:8]=[CH:7][C:6]([C:9]2[N:17]=[C:16]3[C:11](=[C:12]4[N:25]=[C:24]([CH3:26])[CH2:23][N:13]4[CH:14]=[CH:15]3)[CH:10]=2)=[CH:5][CH:4]=1.